From a dataset of NCI-60 drug combinations with 297,098 pairs across 59 cell lines. Regression. Given two drug SMILES strings and cell line genomic features, predict the synergy score measuring deviation from expected non-interaction effect. (1) Drug 1: CC1CCC2CC(C(=CC=CC=CC(CC(C(=O)C(C(C(=CC(C(=O)CC(OC(=O)C3CCCCN3C(=O)C(=O)C1(O2)O)C(C)CC4CCC(C(C4)OC)OCCO)C)C)O)OC)C)C)C)OC. Drug 2: CCC1(CC2CC(C3=C(CCN(C2)C1)C4=CC=CC=C4N3)(C5=C(C=C6C(=C5)C78CCN9C7C(C=CC9)(C(C(C8N6C)(C(=O)OC)O)OC(=O)C)CC)OC)C(=O)OC)O.OS(=O)(=O)O. Cell line: T-47D. Synergy scores: CSS=1.14, Synergy_ZIP=2.42, Synergy_Bliss=0.401, Synergy_Loewe=-2.50, Synergy_HSA=-3.76. (2) Drug 1: CC1=CC2C(CCC3(C2CCC3(C(=O)C)OC(=O)C)C)C4(C1=CC(=O)CC4)C. Drug 2: C(CN)CNCCSP(=O)(O)O. Cell line: MDA-MB-435. Synergy scores: CSS=2.89, Synergy_ZIP=1.07, Synergy_Bliss=3.10, Synergy_Loewe=-0.128, Synergy_HSA=0.145. (3) Drug 1: C1=NC2=C(N1)C(=S)N=CN2. Drug 2: B(C(CC(C)C)NC(=O)C(CC1=CC=CC=C1)NC(=O)C2=NC=CN=C2)(O)O. Cell line: OVCAR-5. Synergy scores: CSS=27.7, Synergy_ZIP=-4.99, Synergy_Bliss=-3.28, Synergy_Loewe=-18.7, Synergy_HSA=-3.57.